From a dataset of Reaction yield outcomes from USPTO patents with 853,638 reactions. Predict the reaction yield, written as a fraction of the theoretical maximum amount of product (1.0 means a 100% yield; for example, 0.34 means a 34% yield). (1) The reactants are [Cl:1][C:2]1[CH:7]=[CH:6][C:5]([F:8])=[CH:4][C:3]=1[N:9]1[C:13]([S:14][C:15]2[CH:16]=[N:17][CH:18]=[CH:19][CH:20]=2)=[CH:12][C:11]([C:21](OCC)=[O:22])=[N:10]1.[H-].C([Al+]CC(C)C)C(C)C.C1(C)C=CC=CC=1.O.O.O.O.O.O.O.O.O.O.[O-]S([O-])(=O)=O.[Na+].[Na+]. The catalyst is O1CCCC1. The product is [Cl:1][C:2]1[CH:7]=[CH:6][C:5]([F:8])=[CH:4][C:3]=1[N:9]1[C:13]([S:14][C:15]2[CH:16]=[N:17][CH:18]=[CH:19][CH:20]=2)=[CH:12][C:11]([CH:21]=[O:22])=[N:10]1. The yield is 0.680. (2) The reactants are Cl[C:2]1[N:6]([CH3:7])[N:5]=[CH:4][C:3]=1[N+:8]([O-:10])=[O:9].[N:11]1([CH2:17][CH2:18][OH:19])[CH2:16][CH2:15][NH:14][CH2:13][CH2:12]1. No catalyst specified. The product is [CH3:7][N:6]1[C:2]([N:14]2[CH2:15][CH2:16][N:11]([CH2:17][CH2:18][OH:19])[CH2:12][CH2:13]2)=[C:3]([N+:8]([O-:10])=[O:9])[CH:4]=[N:5]1. The yield is 0.950. (3) The reactants are [NH2:1][C:2]1[CH:7]=[CH:6][CH:5]=[CH:4][C:3]=1[SH:8].[F:9][C:10]1[CH:15]=[CH:14][C:13]([C:16]2[CH:23]=[C:20]([CH:21]=O)[C:19]([OH:24])=[CH:18][CH:17]=2)=[CH:12][CH:11]=1. The catalyst is O1CCOCC1. The product is [S:8]1[C:3]2[CH:4]=[CH:5][CH:6]=[CH:7][C:2]=2[N:1]=[C:21]1[C:20]1[CH:23]=[C:16]([C:13]2[CH:14]=[CH:15][C:10]([F:9])=[CH:11][CH:12]=2)[CH:17]=[CH:18][C:19]=1[OH:24]. The yield is 0.790. (4) The reactants are NC(N)=O.[NH2:5][C:6]1[C:7]([OH:21])=[C:8]([S:13]([NH:16][CH2:17][CH:18]2[CH2:20][CH2:19]2)(=[O:15])=[O:14])[C:9]([Cl:12])=[CH:10][CH:11]=1.[Cl:22][C:23]1[C:28]([Cl:29])=[CH:27][CH:26]=[CH:25][C:24]=1[N:30]=[C:31]=[O:32]. No catalyst specified. The product is [Cl:12][C:9]1[CH:10]=[CH:11][C:6]([NH:5][C:31]([NH:30][C:24]2[CH:25]=[CH:26][CH:27]=[C:28]([Cl:29])[C:23]=2[Cl:22])=[O:32])=[C:7]([OH:21])[C:8]=1[S:13]([NH:16][CH2:17][CH:18]1[CH2:20][CH2:19]1)(=[O:14])=[O:15]. The yield is 0.530. (5) The reactants are [S-:1][C:2]#[N:3].[NH4+].[C:5](Cl)(=[O:12])[C:6]1[CH:11]=[CH:10][CH:9]=[CH:8][CH:7]=1.[NH2:14][C:15]1[CH:24]=[C:23]2[C:18]([CH:19]=[CH:20][CH:21]=[C:22]2[N:25]2[CH2:30][CH2:29][N:28]([CH3:31])[CH2:27][CH2:26]2)=[CH:17][CH:16]=1. The catalyst is CC(C)=O. The product is [C:5]([NH:3][C:2]([NH:14][C:15]1[CH:24]=[C:23]2[C:18]([CH:19]=[CH:20][CH:21]=[C:22]2[N:25]2[CH2:30][CH2:29][N:28]([CH3:31])[CH2:27][CH2:26]2)=[CH:17][CH:16]=1)=[S:1])(=[O:12])[C:6]1[CH:11]=[CH:10][CH:9]=[CH:8][CH:7]=1. The yield is 0.770.